Task: Predict the reaction yield, written as a fraction of the theoretical maximum amount of product (1.0 means a 100% yield; for example, 0.34 means a 34% yield).. Dataset: Reaction yield outcomes from USPTO patents with 853,638 reactions (1) The catalyst is CC(CC)=O. The product is [CH3:1][O:2][C:3](=[O:14])[C:4]1[CH:10]=[C:9]([C:11](=[O:13])[CH3:12])[CH:8]=[CH:7][C:5]=1[O:6][CH2:15][C:16]1[CH:21]=[CH:20][CH:19]=[CH:18][CH:17]=1. The reactants are [CH3:1][O:2][C:3](=[O:14])[C:4]1[C:5](=[CH:7][CH:8]=[C:9]([C:11](=[O:13])[CH3:12])[CH:10]=1)[OH:6].[CH2:15](Br)[C:16]1[CH:21]=[CH:20][CH:19]=[CH:18][CH:17]=1.C(=O)([O-])[O-].[K+].[K+]. The yield is 0.714. (2) The reactants are [C:1]([O:8][CH3:9])(=[O:7])[CH2:2][C:3]([O:5][CH3:6])=[O:4].[H-].[Na+].BrC[C:14]1[C:15]([C:20]#[N:21])=[CH:16][CH:17]=[CH:18][CH:19]=1.O.[CH2:23]1COCC1. No catalyst specified. The product is [CH3:6][O:5][C:3](=[O:4])[CH:2]([CH2:23][C:18]1[CH:19]=[CH:14][C:15]([C:20]#[N:21])=[CH:16][CH:17]=1)[C:1]([O:8][CH3:9])=[O:7]. The yield is 0.450.